Dataset: Full USPTO retrosynthesis dataset with 1.9M reactions from patents (1976-2016). Task: Predict the reactants needed to synthesize the given product. Given the product [C:1]([NH:4][CH:5]([CH3:25])[CH2:6][C:7]1[CH:8]=[CH:9][C:10]([C:13]#[C:14][C:15]2[CH:16]=[C:17]([CH:22]=[CH:23][CH:24]=2)[C:18]([OH:20])=[O:19])=[CH:11][CH:12]=1)(=[O:3])[CH3:2], predict the reactants needed to synthesize it. The reactants are: [C:1]([NH:4][CH:5]([CH3:25])[CH2:6][C:7]1[CH:12]=[CH:11][C:10]([C:13]#[C:14][C:15]2[CH:16]=[C:17]([CH:22]=[CH:23][CH:24]=2)[C:18]([O:20]C)=[O:19])=[CH:9][CH:8]=1)(=[O:3])[CH3:2].[Li+].[OH-].